Predict the reactants needed to synthesize the given product. From a dataset of Full USPTO retrosynthesis dataset with 1.9M reactions from patents (1976-2016). (1) Given the product [ClH:2].[F:5][C:6]1[CH:7]=[C:8]([CH:32]=[CH:33][C:34]=1[CH3:35])[CH2:9][NH:10][CH:11]1[CH2:16][CH2:15][N:14]([CH2:17][CH2:18][N:19]2[C:28]3[C:23](=[CH:24][CH:25]=[C:26]([O:29][CH3:30])[CH:27]=3)[N:22]=[CH:21][C:20]2=[O:31])[CH2:13][CH2:12]1, predict the reactants needed to synthesize it. The reactants are: C(Cl)(Cl)[Cl:2].[F:5][C:6]1[CH:7]=[C:8]([CH:32]=[CH:33][C:34]=1[CH3:35])[CH2:9][NH:10][CH:11]1[CH2:16][CH2:15][N:14]([CH2:17][CH2:18][N:19]2[C:28]3[C:23](=[CH:24][CH:25]=[C:26]([O:29][CH3:30])[CH:27]=3)[N:22]=[CH:21][C:20]2=[O:31])[CH2:13][CH2:12]1.Cl.C(OCC)(=O)C. (2) Given the product [OH:23][C:13]1([C:10]2[CH:11]=[CH:12][C:7]([N:1]3[CH:5]=[CH:4][N:3]=[CH:2]3)=[CH:8][CH:9]=2)[CH2:14][CH2:15][C:16](=[O:17])[CH2:21][CH2:22]1, predict the reactants needed to synthesize it. The reactants are: [NH:1]1[CH:5]=[CH:4][N:3]=[CH:2]1.I[C:7]1[CH:12]=[CH:11][C:10]([C:13]2([OH:23])[CH2:22][CH2:21][C:16]3(OCC[O:17]3)[CH2:15][CH2:14]2)=[CH:9][CH:8]=1.C([O-])([O-])=O.[Cs+].[Cs+]. (3) Given the product [N:30]1[CH:31]=[CH:32][CH:33]=[C:28]([C:26]([NH:25][C:21]2[CH:20]=[C:19]([C:9]3[C:10]4[C:15](=[CH:14][CH:13]=[C:12]([C:16]([NH2:18])=[O:17])[CH:11]=4)[NH:7][N:8]=3)[CH:24]=[CH:23][CH:22]=2)=[O:27])[CH:29]=1, predict the reactants needed to synthesize it. The reactants are: O1CCCCC1[N:7]1[C:15]2[C:10](=[CH:11][C:12]([C:16]([NH2:18])=[O:17])=[CH:13][CH:14]=2)[C:9]([C:19]2[CH:24]=[CH:23][CH:22]=[C:21]([NH:25][C:26]([C:28]3[CH:29]=[N:30][CH:31]=[CH:32][CH:33]=3)=[O:27])[CH:20]=2)=[N:8]1.OO.[OH-].[Na+].O. (4) Given the product [CH3:1][N:2]1[C:10]([CH3:11])=[C:9]2[C:4]([CH:5]=[C:6]([NH:12][C:13]3[N:18]=[C:17]([N:19]([CH3:30])[CH:20]4[CH2:29][CH2:28][C:23]5([CH2:27][N:26]([C:34](=[O:35])[CH2:33][C:31]#[N:32])[CH2:25][CH2:24]5)[CH2:22][CH2:21]4)[CH:16]=[CH:15][N:14]=3)[CH:7]=[CH:8]2)=[N:3]1, predict the reactants needed to synthesize it. The reactants are: [CH3:1][N:2]1[C:10]([CH3:11])=[C:9]2[C:4]([CH:5]=[C:6]([NH:12][C:13]3[N:18]=[C:17]([N:19]([CH3:30])[CH:20]4[CH2:29][CH2:28][C:23]5([CH2:27][NH:26][CH2:25][CH2:24]5)[CH2:22][CH2:21]4)[CH:16]=[CH:15][N:14]=3)[CH:7]=[CH:8]2)=[N:3]1.[C:31]([CH2:33][C:34](O)=[O:35])#[N:32].CN(C(ON1N=NC2C=CC=NC1=2)=[N+](C)C)C.F[P-](F)(F)(F)(F)F.CCN(CC)CC. (5) Given the product [F:1][C:2]1[C:10]([CH3:11])=[C:9]([F:12])[C:8]([C:16]([C:18]2[CH:23]=[N:22][CH:21]=[CH:20][N:19]=2)=[O:17])=[CH:7][C:3]=1[C:4]([OH:6])=[O:5], predict the reactants needed to synthesize it. The reactants are: [F:1][C:2]1[C:10]([CH3:11])=[C:9]([F:12])[CH:8]=[CH:7][C:3]=1[C:4]([OH:6])=[O:5].CON(C)[C:16]([C:18]1[CH:23]=[N:22][CH:21]=[CH:20][N:19]=1)=[O:17]. (6) Given the product [Cl:1][C:2]1[CH:7]=[CH:6][C:5]([CH:8]([C:20]2[CH:21]=[CH:22][C:23]([C:24]([NH:30][CH2:31][C@@H:32]([OH:35])[CH2:33][OH:34])=[O:25])=[CH:27][CH:28]=2)[CH2:9][C:10]([C:12]2[CH:17]=[CH:16][C:15](=[O:18])[N:14]([CH3:19])[CH:13]=2)=[O:11])=[C:4]([F:29])[CH:3]=1, predict the reactants needed to synthesize it. The reactants are: [Cl:1][C:2]1[CH:7]=[CH:6][C:5]([CH:8]([C:20]2[CH:28]=[CH:27][C:23]([C:24](O)=[O:25])=[CH:22][CH:21]=2)[CH2:9][C:10]([C:12]2[CH:17]=[CH:16][C:15](=[O:18])[N:14]([CH3:19])[CH:13]=2)=[O:11])=[C:4]([F:29])[CH:3]=1.[NH2:30][CH2:31][C@@H:32]([OH:35])[CH2:33][OH:34].F[P-](F)(F)(F)(F)F.N1(O[P+](N(C)C)(N(C)C)N(C)C)C2C=CC=CC=2N=N1. (7) Given the product [Br:1][C:2]1[CH:3]=[C:4]2[C:9](=[CH:10][CH:11]=1)[N:8]=[C:7]([C:12]1[CH:17]=[CH:16][CH:15]=[CH:14][CH:13]=1)[C:6]([CH2:18][CH2:19][CH2:20][CH2:21][C:22]([O:24][C:39]([CH3:41])([CH3:40])[CH3:38])=[O:23])=[CH:5]2, predict the reactants needed to synthesize it. The reactants are: [Br:1][C:2]1[CH:3]=[C:4]2[C:9](=[CH:10][CH:11]=1)[N:8]=[C:7]([C:12]1[CH:17]=[CH:16][CH:15]=[CH:14][CH:13]=1)[C:6]([CH2:18][CH2:19][CH2:20][CH2:21][C:22]([OH:24])=[O:23])=[CH:5]2.C(OC(C(F)(F)F)=O)(C(F)(F)F)=O.[CH3:38][C:39](O)([CH3:41])[CH3:40]. (8) The reactants are: [CH2:1]([O:3][C:4](=[O:14])[C:5](=[N+]=[N-])[C:6]1[CH:11]=[CH:10][CH:9]=[CH:8][CH:7]=1)[CH3:2].[C:15]([O:19][C:20]([N:22]1[CH2:27][CH2:26][CH:25]([OH:28])[CH2:24][CH2:23]1)=[O:21])([CH3:18])([CH3:17])[CH3:16]. Given the product [C:15]([O:19][C:20]([N:22]1[CH2:27][CH2:26][CH:25]([O:28][CH:5]([C:4]([O:3][CH2:1][CH3:2])=[O:14])[C:6]2[CH:11]=[CH:10][CH:9]=[CH:8][CH:7]=2)[CH2:24][CH2:23]1)=[O:21])([CH3:18])([CH3:16])[CH3:17], predict the reactants needed to synthesize it. (9) Given the product [CH3:1][O:2][C:3]1[CH:4]=[CH:5][C:6]([C:9]2[S:13][C:12]([C:14]([NH:16][C:17]3([C:22]([OH:24])=[O:23])[CH2:21][CH2:20][CH2:19][CH2:18]3)=[O:15])=[C:11]([NH:26][C:27]([NH:29][C:30]3[C:35]([CH3:36])=[CH:34][C:33]([CH3:37])=[CH:32][C:31]=3[CH3:38])=[O:28])[CH:10]=2)=[CH:7][CH:8]=1, predict the reactants needed to synthesize it. The reactants are: [CH3:1][O:2][C:3]1[CH:8]=[CH:7][C:6]([C:9]2[S:13][C:12]([C:14]([NH:16][C:17]3([C:22]([O:24]C)=[O:23])[CH2:21][CH2:20][CH2:19][CH2:18]3)=[O:15])=[C:11]([NH:26][C:27]([NH:29][C:30]3[C:35]([CH3:36])=[CH:34][C:33]([CH3:37])=[CH:32][C:31]=3[CH3:38])=[O:28])[CH:10]=2)=[CH:5][CH:4]=1.[OH-].[Li+].